From a dataset of NCI-60 drug combinations with 297,098 pairs across 59 cell lines. Regression. Given two drug SMILES strings and cell line genomic features, predict the synergy score measuring deviation from expected non-interaction effect. (1) Drug 1: CC1OCC2C(O1)C(C(C(O2)OC3C4COC(=O)C4C(C5=CC6=C(C=C35)OCO6)C7=CC(=C(C(=C7)OC)O)OC)O)O. Drug 2: CC1=C(C(=O)C2=C(C1=O)N3CC4C(C3(C2COC(=O)N)OC)N4)N. Cell line: EKVX. Synergy scores: CSS=26.1, Synergy_ZIP=-3.20, Synergy_Bliss=5.06, Synergy_Loewe=4.89, Synergy_HSA=4.56. (2) Drug 1: C1CCN(CC1)CCOC2=CC=C(C=C2)C(=O)C3=C(SC4=C3C=CC(=C4)O)C5=CC=C(C=C5)O. Drug 2: CC=C1C(=O)NC(C(=O)OC2CC(=O)NC(C(=O)NC(CSSCCC=C2)C(=O)N1)C(C)C)C(C)C. Cell line: UACC-257. Synergy scores: CSS=56.8, Synergy_ZIP=1.05, Synergy_Bliss=2.92, Synergy_Loewe=-55.7, Synergy_HSA=1.60. (3) Drug 1: CN(C)C1=NC(=NC(=N1)N(C)C)N(C)C. Drug 2: C1CN(CCN1C(=O)CCBr)C(=O)CCBr. Cell line: U251. Synergy scores: CSS=25.4, Synergy_ZIP=-8.30, Synergy_Bliss=-0.652, Synergy_Loewe=-33.5, Synergy_HSA=-0.651.